This data is from Full USPTO retrosynthesis dataset with 1.9M reactions from patents (1976-2016). The task is: Predict the reactants needed to synthesize the given product. (1) Given the product [CH3:25][O:26][C:27](=[O:28])[CH2:29][C@@:30]1([CH2:36][N:20]=[C:23]=[O:8])[CH2:34][CH2:33][C@@H:32]([CH3:35])[CH2:31]1, predict the reactants needed to synthesize it. The reactants are: C1(P(N=[N+]=[N-])(C2C=CC=CC=2)=[O:8])C=CC=CC=1.C([N:20]([CH2:23]C)CC)C.[CH3:25][O:26][C:27]([CH2:29][C@@:30]1([CH2:36]C(O)=O)[CH2:34][CH2:33][C@@H:32]([CH3:35])[CH2:31]1)=[O:28]. (2) Given the product [NH2:29][C:21]1[CH:22]=[C:23]2[C:18]([S:17][C:16]3[C:15]([C:13]4[NH:14][C:9](=[O:8])[CH:10]=[C:11]([N:37]5[CH2:42][CH2:41][O:40][CH2:39][CH2:38]5)[CH:12]=4)=[CH:28][CH:27]=[CH:26][C:25]=3[CH2:24]2)=[CH:19][CH:20]=1, predict the reactants needed to synthesize it. The reactants are: COC1C=CC(C[O:8][C:9]2[N:14]=[C:13]([C:15]3[CH:28]=[CH:27][CH:26]=[C:25]4[C:16]=3[S:17][C:18]3[CH:19]=[CH:20][C:21]([NH:29]C(=O)OC(C)(C)C)=[CH:22][C:23]=3[CH2:24]4)[CH:12]=[C:11]([N:37]3[CH2:42][CH2:41][O:40][CH2:39][CH2:38]3)[CH:10]=2)=CC=1. (3) The reactants are: [Cl:1][C:2]1[CH:23]=[CH:22][C:5]([CH2:6][N:7]2[C:15]3[C:10](=[CH:11][CH:12]=[CH:13][C:14]=3[CH3:16])[CH:9]=[C:8]2[C:17]([O:19]CC)=[O:18])=[CH:4][CH:3]=1.[OH-].[K+].Cl. Given the product [Cl:1][C:2]1[CH:23]=[CH:22][C:5]([CH2:6][N:7]2[C:15]3[C:10](=[CH:11][CH:12]=[CH:13][C:14]=3[CH3:16])[CH:9]=[C:8]2[C:17]([OH:19])=[O:18])=[CH:4][CH:3]=1, predict the reactants needed to synthesize it. (4) The reactants are: CO.[NH3:3].[Si:4]([O:21][CH2:22][C@@H:23]1[CH2:27][C@H:26]([N:28]2[C:32]3[N:33]=[CH:34][N:35]=[C:36](Cl)[C:31]=3[C:30]([I:38])=[CH:29]2)[CH2:25][N:24]1[C:39]([O:41][C:42]([CH3:45])([CH3:44])[CH3:43])=[O:40])([C:17]([CH3:20])([CH3:19])[CH3:18])([C:11]1[CH:16]=[CH:15][CH:14]=[CH:13][CH:12]=1)[C:5]1[CH:10]=[CH:9][CH:8]=[CH:7][CH:6]=1. Given the product [NH2:3][C:36]1[C:31]2[C:30]([I:38])=[CH:29][N:28]([C@@H:26]3[CH2:25][N:24]([C:39]([O:41][C:42]([CH3:45])([CH3:44])[CH3:43])=[O:40])[C@H:23]([CH2:22][O:21][Si:4]([C:17]([CH3:20])([CH3:19])[CH3:18])([C:11]4[CH:16]=[CH:15][CH:14]=[CH:13][CH:12]=4)[C:5]4[CH:10]=[CH:9][CH:8]=[CH:7][CH:6]=4)[CH2:27]3)[C:32]=2[N:33]=[CH:34][N:35]=1, predict the reactants needed to synthesize it.